Dataset: Forward reaction prediction with 1.9M reactions from USPTO patents (1976-2016). Task: Predict the product of the given reaction. Given the reactants [NH2:1][C:2]1[C:7]2[CH:8]=[C:9](Br)[S:10][C:6]=2[C:5]([C:12]([NH2:14])=[O:13])=[CH:4][N:3]=1.Br[C:16]1[S:20][C:19]([CH3:21])=[C:18]([CH2:22][CH2:23][C:24]#[N:25])[CH:17]=1, predict the reaction product. The product is: [NH2:1][C:2]1[C:7]2[CH:8]=[C:9]([C:16]3[S:20][C:19]([CH3:21])=[C:18]([CH2:22][CH2:23][C:24]#[N:25])[CH:17]=3)[S:10][C:6]=2[C:5]([C:12]([NH2:14])=[O:13])=[CH:4][N:3]=1.